Dataset: Experimentally validated miRNA-target interactions with 360,000+ pairs, plus equal number of negative samples. Task: Binary Classification. Given a miRNA mature sequence and a target amino acid sequence, predict their likelihood of interaction. (1) The miRNA is hsa-miR-5590-3p with sequence AAUAAAGUUCAUGUAUGGCAA. The protein sequence of the target gene is MWGRLWPLLFSFLTVTAVPGPSLRRPSRELDATPRLTISYEELSQIRHFKGQTQNYSTLLLEEASERLLVGARGALFSLSARDIRDRTHKEIHWEASPEMQSKCHQKGKNNQTECFNHVRFLQRLNATHFYACGTHAFQPLCAAIDAETFILPTSFEEGKEKCPYDPARGFTGLIIDGGLYTATRYEFRSIPDIRRSRHPHSLRTEEAPMHWLNDAEFVFSVLVRESKTSAVGDDDKIYFFFMEREEGSSSFTQSRSSHRVARVARVCKGDLGGKKILQKKWTSFLKARLICHIPQYETL.... Result: 0 (no interaction). (2) The miRNA is hsa-miR-548ay-3p with sequence CAAAACCGCGAUUACUCUUGCA. The protein sequence of the target gene is MVKVTFNSALAQKEAKKDEPKSSEEALIVPPDAVAVDCKDPGDVVPVGQRRAWCWCMCFGLAFMLAGVILGGAYLYKYFALQPDDVYYCGLKYIKDDVILNEPSADAPAARYQTIEENIKIFEEDAVEFISVPVPEFADSDPANIVHDFNKKLTAYLDLNLDKCYVIPLNTSIVMPPKNLLELLINIKAGTYLPQSYLIHEHMVITDRIENVDNLGFFIYRLCHDKETYKLQRRETIRGIQKREASNCFTIRHFENKFAVETLICS. Result: 0 (no interaction). (3) The miRNA is mmu-miR-205-5p with sequence UCCUUCAUUCCACCGGAGUCUG. The protein sequence of the target gene is MKLKQRVVLLAILLVIFIFTKVFLIDNLDTSAANREDQRAFHRMMTGLRVELAPKLDHTLQSPWEIAAQWVVPREVYPEETPELGAVMHAMATKKIIKADVGYKGTQLKALLILEGGQKVVFKPKRYSRDHVVEGEPYAGYDRHNAEVAAFHLDRILGFHRAPLVVGRFVNLRTEIKPVATEQLLSTFLTVGNNTCFYGKCYYCRETEPACADGDIMEGSVTLWLPDVWPLQKHRHPWGRTYREGKLARWEYDESYCDAVKKTSPYDSGPRLLDIIDTAVFDYLIGNADRHHYESFQDDE.... Result: 0 (no interaction). (4) The miRNA is hsa-miR-1537-5p with sequence AGCUGUAAUUAGUCAGUUUUCU. The protein sequence of the target gene is MLAADDIGEVPAAPCCPESGDETKNTDVKSDVNTAAPAGSEQLSQGGSDDALLSYVSAFIEKEVGSDLKSLKTLGKLIEQMTESKVKLEEQVLTISSEIPKRIQSALKDAEESKQLLDEFLEQEAPLFSSISSHLLMAQPWMDDLGAMITQMEEIERHLAYLKWVSQTEELSDNIQQYLMTNSVPEAASLLVTMTELDIQLQESSCTHLLSFMRATVKFWHKILKDKLTSDFEEVLAQLHWPFTSHTQSQTVGGSRPAGTPELYSSLDTLFCQLLKLQASDELLTEPKQLPEKYCLPASP.... Result: 0 (no interaction). (5) The miRNA is hsa-miR-5189-3p with sequence UGCCAACCGUCAGAGCCCAGA. The protein sequence of the target gene is MGGLKRKHSDLEEEEEEEKWDWSPTALRSYQQALLRISLDKVQRSLGPRAPSLRRHVLIHNTLQQLQAAIRLAPAPALPPEPLFLGEEDFSLSTTIGSILRELDTSMDEMEPPLNPAASSSPQNEIVSQADPVFLEALSSRYLGDSGLDDFFLDIDTSAVEKDVALPPPEPPHSLFCSPGSWEWNELDHIMEIILGS. Result: 0 (no interaction). (6) The miRNA is hsa-miR-513b-5p with sequence UUCACAAGGAGGUGUCAUUUAU. The protein sequence of the target gene is MLDTIARALQDLGRQVLPTLPSLSQEEVSIIWGNVSEFVRRQLTLHKGVQIPAFGTFTFIRQKLEVGNNKFILIQRPVFIMVEKLVQIHGLKQNKVYTPGEIPIVPLNFVMISLEGPFNRDVVEGCVKETLLFLSRSISMKQNVEFTFKGIGVLMIRDSKVKMRFYKDFLCTMDGSGALAKALANRPGTVDSVLSSREALRKWPSSVLAFPRIELKEMENKLPMETLVEECGENRERKCKLKDQSDKEEGTRDISSPKRLRDRQALFPAKVTNVSLLEKFERSESGGKIMTPESLSYPSC.... Result: 1 (interaction). (7) The miRNA is hsa-miR-5189-3p with sequence UGCCAACCGUCAGAGCCCAGA. The protein sequence of the target gene is MRPLLGLLLVFAGCTFALYLLSTRLPRGRRLGSTEEAGGRSLWFPSDLAELRELSEVLREYRKEHQAYVFLLFCGAYLYKQGFAIPGSSFLNVLAGALFGPWLGLLLCCVLTSVGATCCYLLSSIFGKQLVVSYFPDKVALLQRKVEENRNSLFFFLLFLRLFPMTPNWFLNLSAPILNIPIVQFFFSVLIGLIPYNFICVQTGSILSTLTSLDALFSWDTVFKLLAIAMVALIPGTLIKKFSQKHLQLNETSTANHIHSRKDT. Result: 0 (no interaction). (8) The miRNA is mmu-miR-673-5p with sequence CUCACAGCUCUGGUCCUUGGAG. The protein sequence of the target gene is MSPRSCLRSLRLLVFAVFSAAASNWLYLAKLSSVGSISEEETCEKLKGLIQRQVQMCKRNLEVMDSVRRGAQLAIEECQYQFRNRRWNCSTLDSLPVFGKVVTQGTREAAFVYAISSAGVAFAVTRACSSGELEKCGCDRTVHGVSPQGFQWSGCSDNIAYGVAFSQSFVDVRERSKGASSSRALMNLHNNEAGRKAILTHMRVECKCHGVSGSCEVKTCWRAVPPFRQVGHALKEKFDGATEVEPRRVGSSRALVPRNAQFKPHTDEDLVYLEPSPDFCEQDMRSGVLGTRGRTCNKTS.... Result: 0 (no interaction). (9) The miRNA is cel-miR-265 with sequence UGAGGGAGGAAGGGUGGUAU. The protein sequence of the target gene is MEAARDYAGALIRPLTFMGSQTKRVLFTPLMHPARPFRVSNHDRSSRRGVMASSLQELISKTLDALVIATGLVTLVLEEDGTVVDTEEFFQTLGDNTHFMILEKGQKWMPGSQHVPTCSPPKRSGIARVTFDLYRLNPKDFIGCLNVKATMYEMYSVSYDIRCTGLKGLLRSLLRFLSYSAQVTGQFLIYLGTYMLRVLDDKEERPSLRSQAKGRFTCG. Result: 0 (no interaction). (10) The miRNA is hsa-miR-6893-5p with sequence CAGGCAGGUGUAGGGUGGAGC. The protein sequence of the target gene is MSDNEDNFDGDDFDDVEEDEGLDDLENAEEEGQENVEILPSGERPQANQKRITTPYMTKYERARVLGTRALQIAMCAPVMVELEGETDPLLIAMKELKARKIPIIIRRYLPDGSYEDWGVDELIITD. Result: 1 (interaction).